This data is from Peptide-MHC class I binding affinity with 185,985 pairs from IEDB/IMGT. The task is: Regression. Given a peptide amino acid sequence and an MHC pseudo amino acid sequence, predict their binding affinity value. This is MHC class I binding data. (1) The peptide sequence is KMYWITRSK. The MHC is HLA-B51:01 with pseudo-sequence HLA-B51:01. The binding affinity (normalized) is 0.0847. (2) The peptide sequence is GPSLRTTTV. The MHC is HLA-B51:01 with pseudo-sequence HLA-B51:01. The binding affinity (normalized) is 0.0847. (3) The MHC is HLA-A02:01 with pseudo-sequence HLA-A02:01. The peptide sequence is NCERKKPPV. The binding affinity (normalized) is 0.149. (4) The binding affinity (normalized) is 0.279. The peptide sequence is GTDPYRPSF. The MHC is HLA-A32:01 with pseudo-sequence HLA-A32:01. (5) The peptide sequence is FLGRIWPS. The MHC is HLA-A69:01 with pseudo-sequence HLA-A69:01. The binding affinity (normalized) is 0.213. (6) The peptide sequence is AILVTTVTLH. The MHC is HLA-A68:01 with pseudo-sequence HLA-A68:01. The binding affinity (normalized) is 0. (7) The peptide sequence is VMNIERQDYR. The MHC is HLA-A68:01 with pseudo-sequence HLA-A68:01. The binding affinity (normalized) is 0.535.